This data is from Reaction yield outcomes from USPTO patents with 853,638 reactions. The task is: Predict the reaction yield, written as a fraction of the theoretical maximum amount of product (1.0 means a 100% yield; for example, 0.34 means a 34% yield). The reactants are Br[C:2]1[CH:7]=[CH:6][CH:5]=[CH:4][N:3]=1.[C:8]([O:12][C:13](=[O:28])[N:14]([C:21]1[CH:26]=[CH:25][CH:24]=[CH:23][C:22]=1[F:27])[C:15](=[O:20])[CH2:16][CH2:17][C:18]#[CH:19])([CH3:11])([CH3:10])[CH3:9]. No catalyst specified. The product is [C:8]([O:12][C:13](=[O:28])[N:14]([C:21]1[CH:26]=[CH:25][CH:24]=[CH:23][C:22]=1[F:27])[C:15](=[O:20])[CH2:16][CH2:17][C:18]#[C:19][C:2]1[CH:7]=[CH:6][CH:5]=[CH:4][N:3]=1)([CH3:11])([CH3:9])[CH3:10]. The yield is 0.760.